From a dataset of Full USPTO retrosynthesis dataset with 1.9M reactions from patents (1976-2016). Predict the reactants needed to synthesize the given product. (1) Given the product [F:21][C:16]1[CH:15]=[C:14]([S:11]([C:8]([C:6]2[CH:5]=[C:4]([N:22]3[CH2:27][CH2:26][O:25][CH2:24][C@@H:23]3[CH3:28])[N:3]=[C:2]([C:37]3[CH:43]=[CH:42][C:40]([NH2:41])=[CH:39][CH:38]=3)[N:7]=2)([CH3:10])[CH3:9])(=[O:13])=[O:12])[CH:19]=[C:18]([F:20])[CH:17]=1, predict the reactants needed to synthesize it. The reactants are: Cl[C:2]1[N:7]=[C:6]([C:8]([S:11]([C:14]2[CH:19]=[C:18]([F:20])[CH:17]=[C:16]([F:21])[CH:15]=2)(=[O:13])=[O:12])([CH3:10])[CH3:9])[CH:5]=[C:4]([N:22]2[CH2:27][CH2:26][O:25][CH2:24][C@@H:23]2[CH3:28])[N:3]=1.CC1(C)C(C)(C)OB([C:37]2[CH:43]=[CH:42][C:40]([NH2:41])=[CH:39][CH:38]=2)O1.C(=O)([O-])[O-].[Na+].[Na+]. (2) Given the product [OH:23][CH2:22][C@H:21]1[N:13]2[C@@H:14]([S:15][CH2:16][CH2:17][C@H:11]([NH:10][C:8](=[O:9])[O:7][C:3]([CH3:5])([CH3:4])[CH3:6])[C:12]2=[O:26])[CH2:18][CH2:19][CH2:20]1, predict the reactants needed to synthesize it. The reactants are: [Li+].[BH4-].[C:3]([O:7][C:8]([NH:10][C@H:11]1[CH2:17][CH2:16][S:15][C@H:14]2[CH2:18][CH2:19][CH2:20][C@@H:21]([C:22](OC)=[O:23])[N:13]2[C:12]1=[O:26])=[O:9])([CH3:6])([CH3:5])[CH3:4].